Dataset: NCI-60 drug combinations with 297,098 pairs across 59 cell lines. Task: Regression. Given two drug SMILES strings and cell line genomic features, predict the synergy score measuring deviation from expected non-interaction effect. (1) Drug 1: CNC(=O)C1=CC=CC=C1SC2=CC3=C(C=C2)C(=NN3)C=CC4=CC=CC=N4. Drug 2: C1=CC(=CC=C1CCCC(=O)O)N(CCCl)CCCl. Cell line: NCIH23. Synergy scores: CSS=43.5, Synergy_ZIP=-2.05, Synergy_Bliss=-5.73, Synergy_Loewe=-6.53, Synergy_HSA=-6.29. (2) Drug 1: C1=CC(=CC=C1C#N)C(C2=CC=C(C=C2)C#N)N3C=NC=N3. Cell line: SW-620. Drug 2: CCC1(C2=C(COC1=O)C(=O)N3CC4=CC5=C(C=CC(=C5CN(C)C)O)N=C4C3=C2)O.Cl. Synergy scores: CSS=28.3, Synergy_ZIP=-0.234, Synergy_Bliss=-0.332, Synergy_Loewe=-17.1, Synergy_HSA=0.986. (3) Drug 1: C1CCN(CC1)CCOC2=CC=C(C=C2)C(=O)C3=C(SC4=C3C=CC(=C4)O)C5=CC=C(C=C5)O. Drug 2: C1=C(C(=O)NC(=O)N1)F. Cell line: SF-539. Synergy scores: CSS=32.5, Synergy_ZIP=1.52, Synergy_Bliss=2.24, Synergy_Loewe=2.47, Synergy_HSA=3.33. (4) Cell line: OVCAR-8. Synergy scores: CSS=2.58, Synergy_ZIP=-1.91, Synergy_Bliss=-6.71, Synergy_Loewe=-12.3, Synergy_HSA=-6.92. Drug 2: CN(C(=O)NC(C=O)C(C(C(CO)O)O)O)N=O. Drug 1: CS(=O)(=O)C1=CC(=C(C=C1)C(=O)NC2=CC(=C(C=C2)Cl)C3=CC=CC=N3)Cl. (5) Drug 1: CC=C1C(=O)NC(C(=O)OC2CC(=O)NC(C(=O)NC(CSSCCC=C2)C(=O)N1)C(C)C)C(C)C. Drug 2: CC1=C(C(=CC=C1)Cl)NC(=O)C2=CN=C(S2)NC3=CC(=NC(=N3)C)N4CCN(CC4)CCO. Cell line: NCI-H522. Synergy scores: CSS=56.4, Synergy_ZIP=-4.30, Synergy_Bliss=-4.45, Synergy_Loewe=-5.40, Synergy_HSA=-1.29. (6) Drug 1: C1=NC2=C(N=C(N=C2N1C3C(C(C(O3)CO)O)F)Cl)N. Drug 2: CC1C(C(CC(O1)OC2CC(CC3=C2C(=C4C(=C3O)C(=O)C5=C(C4=O)C(=CC=C5)OC)O)(C(=O)CO)O)N)O.Cl. Cell line: OVCAR-5. Synergy scores: CSS=19.5, Synergy_ZIP=-5.45, Synergy_Bliss=-4.01, Synergy_Loewe=-4.43, Synergy_HSA=-2.90.